From a dataset of Forward reaction prediction with 1.9M reactions from USPTO patents (1976-2016). Predict the product of the given reaction. (1) Given the reactants [NH2:1][CH2:2][C:3]1[CH:4]=[C:5]([C:9]2[N:10]([CH3:21])[C:11]3[C:16]([C:17]=2[C:18]#[N:19])=[CH:15][CH:14]=[C:13]([Cl:20])[CH:12]=3)[CH:6]=[N:7][CH:8]=1.[CH:22]([N:25]=[C:26]=[O:27])([CH3:24])[CH3:23], predict the reaction product. The product is: [Cl:20][C:13]1[CH:12]=[C:11]2[C:16]([C:17]([C:18]#[N:19])=[C:9]([C:5]3[CH:4]=[C:3]([CH2:2][NH:1][C:26]([NH:25][CH:22]([CH3:24])[CH3:23])=[O:27])[CH:8]=[N:7][CH:6]=3)[N:10]2[CH3:21])=[CH:15][CH:14]=1. (2) Given the reactants CC(O[C:5](/[N:7]=N/C(OC(C)C)=O)=O)C.[OH:15][C:16]1[CH:21]=[CH:20][C:19]([C:22]2[CH:27]=[CH:26][C:25]([NH:28][C:29]([C:31]3[CH:32]=[C:33]([C:39]4[CH:44]=[CH:43][CH:42]=[C:41]([O:45][CH3:46])[CH:40]=4)[C:34]([O:37][CH3:38])=[CH:35][CH:36]=3)=[O:30])=[CH:24][CH:23]=2)=[CH:18][CH:17]=1.[C:60]1(P([C:60]2[CH:65]=[CH:64][CH:63]=[CH:62][CH:61]=2)[C:60]2[CH:65]=[CH:64][CH:63]=[CH:62][CH:61]=2)[CH:65]=[CH:64][CH:63]=[CH:62][CH:61]=1, predict the reaction product. The product is: [CH3:46][O:45][C:41]1[CH:40]=[C:39]([C:33]2[C:34]([O:37][CH3:38])=[CH:35][CH:36]=[C:31]([C:29]([NH:28][C:25]3[CH:24]=[CH:23][C:22]([C:19]4[CH:20]=[CH:21][C:16]([O:15][CH2:60][CH2:65][CH:64]5[CH2:63][CH2:62][CH2:61][CH2:5][NH:7]5)=[CH:17][CH:18]=4)=[CH:27][CH:26]=3)=[O:30])[CH:32]=2)[CH:44]=[CH:43][CH:42]=1. (3) Given the reactants CCN=C=NCCCN(C)C.[CH:12]1[CH:13]=[CH:14][C:15]2N(O)N=[N:18][C:16]=2C=1.Cl.[O:23]([NH2:25])[CH3:24].[C:26](O)([C:28]([F:31])(F)F)=O.CN(C)[CH:35]=[O:36], predict the reaction product. The product is: [NH2:18][C:16]1[C:28]([F:31])=[CH:26][C:13]([CH3:12])=[C:14]([CH:15]=1)[C:35]([NH:25][O:23][CH3:24])=[O:36]. (4) Given the reactants [Cl:1][C:2]1[CH:7]=[CH:6][C:5]([NH:8][C:9](=[O:15])[O:10][C:11]([CH3:14])([CH3:13])[CH3:12])=[CH:4][CH:3]=1.C([Li])(CC)C.[C:21]1([CH:31]=[O:32])[C:30]2[C:25](=[CH:26][CH:27]=[CH:28][CH:29]=2)[CH:24]=[CH:23][CH:22]=1.[Cl-].[NH4+], predict the reaction product. The product is: [Cl:1][C:2]1[CH:3]=[CH:4][C:5]([NH:8][C:9](=[O:15])[O:10][C:11]([CH3:12])([CH3:14])[CH3:13])=[C:6]([CH:31]([OH:32])[C:21]2[C:30]3[C:25](=[CH:26][CH:27]=[CH:28][CH:29]=3)[CH:24]=[CH:23][CH:22]=2)[CH:7]=1. (5) Given the reactants [Si:1]([O:8][C:9]1[CH:10]=[C:11]2[C:15](=[CH:16][CH:17]=1)[N:14]([CH:18]1[CH2:23][CH2:22][CH2:21][CH2:20][O:19]1)[N:13]=[C:12]2[CH2:24][OH:25])([C:4]([CH3:7])([CH3:6])[CH3:5])([CH3:3])[CH3:2], predict the reaction product. The product is: [Si:1]([O:8][C:9]1[CH:10]=[C:11]2[C:15](=[CH:16][CH:17]=1)[N:14]([CH:18]1[CH2:23][CH2:22][CH2:21][CH2:20][O:19]1)[N:13]=[C:12]2[CH:24]=[O:25])([C:4]([CH3:7])([CH3:5])[CH3:6])([CH3:2])[CH3:3]. (6) Given the reactants [NH2:1][CH2:2][C:3]1[C:8]([CH2:9][CH3:10])=[N:7][C:6]2[N:11]([CH2:14][CH3:15])[N:12]=[CH:13][C:5]=2[C:4]=1[NH:16][CH:17]1[CH2:22][CH2:21][O:20][CH2:19][CH2:18]1.[O:23]1[C:27]([C:28](Cl)=[O:29])=[CH:26][CH:25]=[N:24]1.CCN(C(C)C)C(C)C, predict the reaction product. The product is: [CH2:14]([N:11]1[C:6]2=[N:7][C:8]([CH2:9][CH3:10])=[C:3]([CH2:2][NH:1][C:28]([C:27]3[O:23][N:24]=[CH:25][CH:26]=3)=[O:29])[C:4]([NH:16][CH:17]3[CH2:18][CH2:19][O:20][CH2:21][CH2:22]3)=[C:5]2[CH:13]=[N:12]1)[CH3:15]. (7) The product is: [CH3:1][N:2]1[CH:6]=[C:5]([S:7](=[O:15])(=[O:16])[NH:8][C@H:9]([CH3:14])[C:10]([F:11])([F:12])[F:13])[CH:4]=[C:3]1[C:17]([NH:21][C:22]1[CH:27]=[CH:26][CH:25]=[C:24]([C:28]([F:29])([F:30])[F:31])[CH:23]=1)=[O:19]. Given the reactants [CH3:1][N:2]1[CH:6]=[C:5]([S:7](=[O:16])(=[O:15])[NH:8][C@H:9]([CH3:14])[C:10]([F:13])([F:12])[F:11])[CH:4]=[C:3]1[C:17]([O:19]C)=O.[NH2:21][C:22]1[CH:23]=[C:24]([C:28]([F:31])([F:30])[F:29])[CH:25]=[CH:26][CH:27]=1.[Li+].C[Si]([N-][Si](C)(C)C)(C)C.[Cl-].[NH4+], predict the reaction product. (8) Given the reactants [Br:1][C:2]1[C:10]2[C:5](=[N:6][C:7](S(C)(=O)=O)=[N:8][CH:9]=2)[N:4]([CH3:15])[N:3]=1.[NH3:16], predict the reaction product. The product is: [Br:1][C:2]1[C:10]2[C:5](=[N:6][C:7]([NH2:16])=[N:8][CH:9]=2)[N:4]([CH3:15])[N:3]=1. (9) Given the reactants [CH3:1][CH:2]1[CH2:9][C@H:8]2[C@H:4]([CH2:5][NH:6][C@@H:7]2[CH2:10][NH:11][C:12]([C:14]2[N:21]3[C:17]([S:18][CH:19]=[CH:20]3)=[N:16][C:15]=2[CH3:22])=[O:13])[CH2:3]1.[Cl:23][C:24]1[CH:25]=[C:26]([C:30]2[S:34][C:33]([CH3:35])=[N:32][C:31]=2[C:36](O)=[O:37])[CH:27]=[CH:28][CH:29]=1, predict the reaction product. The product is: [Cl:23][C:24]1[CH:25]=[C:26]([C:30]2[S:34][C:33]([CH3:35])=[N:32][C:31]=2[C:36]([N:6]2[CH2:5][C@H:4]3[C@H:8]([CH2:9][CH:2]([CH3:1])[CH2:3]3)[C@H:7]2[CH2:10][NH:11][C:12]([C:14]2[N:21]3[C:17]([S:18][CH:19]=[CH:20]3)=[N:16][C:15]=2[CH3:22])=[O:13])=[O:37])[CH:27]=[CH:28][CH:29]=1. (10) Given the reactants [Cl:1][C:2]1[CH:7]=[CH:6][C:5]([NH:8][C:9](=[O:12])[CH2:10]Cl)=[C:4]([C:13](=[O:21])[C:14]2[CH:19]=[CH:18][CH:17]=[CH:16][C:15]=2[Cl:20])[CH:3]=1.C(=O)([O-])[O-].[K+].[K+].[N:28]1[CH:33]=[CH:32][CH:31]=[N:30][C:29]=1[N:34]1[CH2:39][CH2:38][NH:37][CH2:36][CH2:35]1, predict the reaction product. The product is: [Cl:1][C:2]1[CH:7]=[CH:6][C:5]([NH:8][C:9](=[O:12])[CH2:10][N:37]2[CH2:38][CH2:39][N:34]([C:29]3[N:28]=[CH:33][CH:32]=[CH:31][N:30]=3)[CH2:35][CH2:36]2)=[C:4]([C:13](=[O:21])[C:14]2[CH:19]=[CH:18][CH:17]=[CH:16][C:15]=2[Cl:20])[CH:3]=1.